This data is from Catalyst prediction with 721,799 reactions and 888 catalyst types from USPTO. The task is: Predict which catalyst facilitates the given reaction. (1) Reactant: Cl[CH2:2][C:3]1[CH:13]=[CH:12][C:6]2[N:7]=[C:8]([S:10][CH3:11])[S:9][C:5]=2[CH:4]=1.[Br:14][C:15]1[N:16]=[CH:17][NH:18][CH:19]=1.C([O-])([O-])=O.[K+].[K+]. Product: [Br:14][C:15]1[N:16]=[CH:17][N:18]([CH2:2][C:3]2[CH:13]=[CH:12][C:6]3[N:7]=[C:8]([S:10][CH3:11])[S:9][C:5]=3[CH:4]=2)[CH:19]=1. The catalyst class is: 3. (2) Reactant: Br[C:2]1[CH:8]=[CH:7][CH:6]=[C:5]([N+:9]([O-:11])=[O:10])[C:3]=1[NH2:4].[F:12][C:13]1[S:17][C:16](B2OC(C)(C)C(C)(C)O2)=[CH:15][CH:14]=1.C([O-])([O-])=O.[Cs+].[Cs+].CCOC(C)=O. Product: [F:12][C:13]1[S:17][C:16]([C:2]2[CH:8]=[CH:7][CH:6]=[C:5]([N+:9]([O-:11])=[O:10])[C:3]=2[NH2:4])=[CH:15][CH:14]=1. The catalyst class is: 117. (3) Reactant: [NH2:1][CH2:2][C@@H:3]1[CH2:8][CH2:7][CH2:6][N:5]([C:9]([O:11][C:12]([CH3:15])([CH3:14])[CH3:13])=[O:10])[CH2:4]1.C(N(CC)CC)C.Cl[C:24]([O:26][CH2:27][C:28]1[CH:33]=[CH:32][CH:31]=[CH:30][CH:29]=1)=[O:25]. Product: [C:12]([O:11][C:9]([N:5]1[CH2:6][CH2:7][CH2:8][C@@H:3]([CH2:2][NH:1][C:24](=[O:25])[O:26][CH2:27][C:28]2[CH:33]=[CH:32][CH:31]=[CH:30][CH:29]=2)[CH2:4]1)=[O:10])([CH3:15])([CH3:14])[CH3:13]. The catalyst class is: 2. (4) Reactant: C[O:2][C:3]1[C:4]([C:21]#[C:22][C:23]2[CH:24]=[N:25][N:26]([CH3:28])[CH:27]=2)=[N:5][CH:6]=[C:7]([O:19][CH3:20])[C:8]=1[O:9][CH2:10][C:11]1[CH:16]=[CH:15][C:14]([O:17][CH3:18])=[CH:13][CH:12]=1.F[B-](F)(F)F.[IH2+:34].N1C=CC=CC=1.N1C=CC=CC=1. Product: [I:34][C:21]1[C:4]2=[N:5][CH:6]=[C:7]([O:19][CH3:20])[C:8]([O:9][CH2:10][C:11]3[CH:16]=[CH:15][C:14]([O:17][CH3:18])=[CH:13][CH:12]=3)=[C:3]2[O:2][C:22]=1[C:23]1[CH:24]=[N:25][N:26]([CH3:28])[CH:27]=1. The catalyst class is: 1. (5) Reactant: C[O:2][C:3]1[CH:4]=[C:5]([C:14]2[N:19]=[C:18]([C:20]3[C:21]([C:26]([F:29])([F:28])[F:27])=[N:22][CH:23]=[CH:24][CH:25]=3)[N:17]=[CH:16][N:15]=2)[CH:6]=[C:7]([N+:11]([O-:13])=[O:12])[C:8]=1[O:9]C.B(Br)(Br)Br. Product: [N+:11]([C:7]1[CH:6]=[C:5]([C:14]2[N:19]=[C:18]([C:20]3[C:21]([C:26]([F:29])([F:28])[F:27])=[N:22][CH:23]=[CH:24][CH:25]=3)[N:17]=[CH:16][N:15]=2)[CH:4]=[C:3]([OH:2])[C:8]=1[OH:9])([O-:13])=[O:12]. The catalyst class is: 4. (6) Reactant: [Br:1][C:2]1[C:11]([F:12])=[CH:10][CH:9]=[C:8]2[C:3]=1[CH2:4][CH2:5][N:6]1[C:17](=[O:18])[CH2:16][NH:15][C:14](=[O:19])[CH2:13][CH:7]12. Product: [Br:1][C:2]1[C:11]([F:12])=[CH:10][CH:9]=[C:8]2[C:3]=1[CH2:4][CH2:5][N:6]1[C:17](=[O:18])[CH2:16][NH:15][C:14](=[O:19])[CH:13]=[C:7]12. The catalyst class is: 17. (7) Reactant: O=[C:2]1[CH2:7][CH2:6][CH:5]([C:8]([O:10][CH2:11][CH3:12])=[O:9])[CH2:4][CH2:3]1.[CH2:13]([SH:16])[CH2:14][SH:15].B(F)(F)F.CCOCC. Product: [S:15]1[C:2]2([CH2:7][CH2:6][CH:5]([C:8]([O:10][CH2:11][CH3:12])=[O:9])[CH2:4][CH2:3]2)[S:16][CH2:13][CH2:14]1. The catalyst class is: 2. (8) The catalyst class is: 34. Reactant: [Br:1][C:2]([CH2:4][CH2:5][CH2:6][CH2:7][CH2:8][CH2:9][Si:10]([C:13]1[CH:18]=[CH:17][CH:16]=[CH:15][CH:14]=1)([CH3:12])[CH3:11])=[CH2:3].[OH-].[K+].[Br-].[Br-].C([N+](CC)(CC)CC[N+](CC1C=CC=CC=1)(CC)CC)C1C=CC=CC=1.[CH:49]([Br:52])(Br)[Br:50]. Product: [C:13]1([Si:10]([CH3:12])([CH3:11])[CH2:9][CH2:8][CH2:7][CH2:6][CH2:5][CH2:4][C:2]2([Br:1])[CH2:3][C:49]2([Br:52])[Br:50])[CH:18]=[CH:17][CH:16]=[CH:15][CH:14]=1. (9) Reactant: Cl.[OH:2][CH:3]1[CH2:6][NH:5][CH2:4]1.C(N(CC)C(C)C)(C)C.[C:16]([C:20]1[N:24]([CH2:25][CH:26]2[CH2:31][CH2:30][C:29]([F:33])([F:32])[CH2:28][CH2:27]2)[C:23]2[CH:34]=[CH:35][C:36]([S:38](Cl)(=[O:40])=[O:39])=[CH:37][C:22]=2[N:21]=1)([CH3:19])([CH3:18])[CH3:17]. Product: [C:16]([C:20]1[N:24]([CH2:25][CH:26]2[CH2:27][CH2:28][C:29]([F:33])([F:32])[CH2:30][CH2:31]2)[C:23]2[CH:34]=[CH:35][C:36]([S:38]([N:5]3[CH2:6][CH:3]([OH:2])[CH2:4]3)(=[O:39])=[O:40])=[CH:37][C:22]=2[N:21]=1)([CH3:19])([CH3:17])[CH3:18]. The catalyst class is: 317.